This data is from Forward reaction prediction with 1.9M reactions from USPTO patents (1976-2016). The task is: Predict the product of the given reaction. (1) Given the reactants [Cl:1][C:2]1[CH:3]=[CH:4][C:5]([CH3:11])=[C:6]([N:8]=[C:9]=[S:10])[CH:7]=1.Cl.[CH3:13][NH:14][O:15][CH2:16][C:17]([OH:19])=O.[CH2:20](N(CC)CC)C, predict the reaction product. The product is: [Cl:1][C:2]1[CH:3]=[CH:4][C:5]([CH3:11])=[C:6]([N:8]2[C:17](=[O:19])[CH2:16][O:15][N:14]([CH2:13][CH3:20])[C:9]2=[S:10])[CH:7]=1. (2) Given the reactants Cl.[Cl:2][C:3]1[CH:8]=[C:7]([F:9])[CH:6]=[CH:5][C:4]=1/[C:10](/[CH2:34][CH3:35])=[C:11](\[C:21]1[CH:26]=[CH:25][C:24](/[CH:27]=[CH:28]/[C:29]([O:31]CC)=[O:30])=[CH:23][CH:22]=1)/[C:12]1[CH:13]=[C:14]2[C:18](=[CH:19][CH:20]=1)[NH:17][N:16]=[CH:15]2.C(O)C.[Li+].[OH-], predict the reaction product. The product is: [Cl:2][C:3]1[CH:8]=[C:7]([F:9])[CH:6]=[CH:5][C:4]=1/[C:10](/[CH2:34][CH3:35])=[C:11](\[C:21]1[CH:26]=[CH:25][C:24](/[CH:27]=[CH:28]/[C:29]([OH:31])=[O:30])=[CH:23][CH:22]=1)/[C:12]1[CH:13]=[C:14]2[C:18](=[CH:19][CH:20]=1)[NH:17][N:16]=[CH:15]2. (3) Given the reactants [Cl:1][C:2]1[N:3]=[C:4](Cl)[C:5]2[S:10][CH:9]=[C:8]([CH3:11])[C:6]=2[N:7]=1.C(N(CC)CC)C.Cl.[C:21]([NH:25][NH2:26])([CH3:24])([CH3:23])[CH3:22], predict the reaction product. The product is: [C:21]([NH:25][NH:26][C:4]1[C:5]2[S:10][CH:9]=[C:8]([CH3:11])[C:6]=2[N:7]=[C:2]([Cl:1])[N:3]=1)([CH3:24])([CH3:23])[CH3:22].